This data is from NCI-60 drug combinations with 297,098 pairs across 59 cell lines. The task is: Regression. Given two drug SMILES strings and cell line genomic features, predict the synergy score measuring deviation from expected non-interaction effect. Drug 1: CN(CC1=CN=C2C(=N1)C(=NC(=N2)N)N)C3=CC=C(C=C3)C(=O)NC(CCC(=O)O)C(=O)O. Drug 2: C1CN(CCN1C(=O)CCBr)C(=O)CCBr. Cell line: T-47D. Synergy scores: CSS=3.46, Synergy_ZIP=-2.59, Synergy_Bliss=-2.02, Synergy_Loewe=-6.05, Synergy_HSA=-6.10.